The task is: Regression. Given two drug SMILES strings and cell line genomic features, predict the synergy score measuring deviation from expected non-interaction effect.. This data is from NCI-60 drug combinations with 297,098 pairs across 59 cell lines. (1) Drug 1: CCC1(CC2CC(C3=C(CCN(C2)C1)C4=CC=CC=C4N3)(C5=C(C=C6C(=C5)C78CCN9C7C(C=CC9)(C(C(C8N6C)(C(=O)OC)O)OC(=O)C)CC)OC)C(=O)OC)O.OS(=O)(=O)O. Drug 2: CN(C(=O)NC(C=O)C(C(C(CO)O)O)O)N=O. Cell line: MDA-MB-435. Synergy scores: CSS=21.1, Synergy_ZIP=-8.16, Synergy_Bliss=-9.72, Synergy_Loewe=-55.7, Synergy_HSA=-10.9. (2) Drug 1: C1=C(C(=O)NC(=O)N1)F. Drug 2: C1=NC2=C(N1)C(=S)N=C(N2)N. Cell line: HS 578T. Synergy scores: CSS=38.7, Synergy_ZIP=-3.92, Synergy_Bliss=-5.17, Synergy_Loewe=-5.57, Synergy_HSA=-1.21.